From a dataset of Full USPTO retrosynthesis dataset with 1.9M reactions from patents (1976-2016). Predict the reactants needed to synthesize the given product. (1) Given the product [C:14]([SiH2:1][O:18][C:19]([C:41]1[CH:40]=[CH:51][CH:50]=[CH:49][CH:54]=1)([C:43]1[CH:48]=[CH:47][CH:46]=[CH:45][CH:44]=1)[CH:20]1[CH2:24][CH2:23][C:22]([CH:26]([CH3:34])[CH2:27][CH2:28][CH:29]([Si:42]([C:55]([CH3:56])([CH3:57])[CH3:58])([C:43]2[CH:48]=[CH:47][CH:46]=[CH:45][CH:44]=2)[C:49]2[CH:54]=[CH:53][CH:52]=[CH:51][CH:50]=2)[CH:30]([CH3:32])[CH3:31])([CH3:25])[C:21]1([CH3:35])[CH3:36])([CH3:17])([CH3:15])[CH3:16], predict the reactants needed to synthesize it. The reactants are: [Si:1]([O:18][CH2:19][C@@H:20]1[CH2:24][CH2:23][C@@:22]([C@@H:26]([CH3:34])[CH2:27][CH2:28][C@@H:29](O)[CH:30]([CH3:32])[CH3:31])([CH3:25])[C:21]1([CH3:36])[CH3:35])([C:14]([CH3:17])([CH3:16])[CH3:15])(C1C=CC=CC=1)C1C=CC=CC=1.N1[CH:41]=[CH:40]N=C1.[Si:42](Cl)([C:55]([CH3:58])([CH3:57])[CH3:56])([C:49]1[CH:54]=[CH:53][CH:52]=[CH:51][CH:50]=1)[C:43]1[CH:48]=[CH:47][CH:46]=[CH:45][CH:44]=1.Cl. (2) Given the product [Cl:20][C:21]1[CH:26]=[CH:25][CH:24]=[CH:23][C:22]=1[C:11]1[CH:10]=[CH:9][N:8]=[CH:7][C:6]=1[NH:5][C:3](=[O:4])[C:2]([CH3:13])([CH3:14])[CH3:1], predict the reactants needed to synthesize it. The reactants are: [CH3:1][CH:2]([CH3:13])[C:3]([NH:5][C:6]1[CH:7]=[N:8][CH:9]=[CH:10][C:11]=1I)=[O:4].[C:14](=O)([O-])[O-].[Na+].[Na+].[Cl:20][C:21]1[CH:26]=[CH:25][CH:24]=[CH:23][C:22]=1B(O)O. (3) Given the product [CH2:1]([C:5]1[N:6]=[C:7]([CH3:27])[N:8]([C:34]2[CH:33]=[CH:32][CH:31]=[C:30]([O:29][CH3:28])[CH:35]=2)[C:9](=[O:26])[C:10]=1[CH2:11][C:12]1[CH:17]=[CH:16][C:15]([C:18]2[C:19]([C:24]#[N:25])=[CH:20][CH:21]=[CH:22][CH:23]=2)=[CH:14][CH:13]=1)[CH2:2][CH2:3][CH3:4], predict the reactants needed to synthesize it. The reactants are: [CH2:1]([C:5]1[N:6]=[C:7]([CH3:27])[NH:8][C:9](=[O:26])[C:10]=1[CH2:11][C:12]1[CH:17]=[CH:16][C:15]([C:18]2[C:19]([C:24]#[N:25])=[CH:20][CH:21]=[CH:22][CH:23]=2)=[CH:14][CH:13]=1)[CH2:2][CH2:3][CH3:4].[CH3:28][O:29][C:30]1[CH:31]=[C:32](B(O)O)[CH:33]=[CH:34][CH:35]=1.C(N(CC)CC)C.N1C=CC=CC=1. (4) Given the product [F:7][C:8]1[CH:9]=[C:10]([C:15](=[O:38])[C:16](=[C:29]2[NH:30][C:31]3[CH:37]=[CH:36][CH:35]=[CH:34][C:32]=3[NH:33]2)[C:17]([C:19]2[CH:20]=[C:21]([S:25]([NH:5][CH:4]=[NH:6])(=[O:26])=[O:27])[CH:22]=[CH:23][CH:24]=2)=[O:18])[CH:11]=[C:12]([F:14])[CH:13]=1, predict the reactants needed to synthesize it. The reactants are: [H-].[Na+].Cl.[CH:4]([NH2:6])=[NH:5].[F:7][C:8]1[CH:9]=[C:10]([C:15](=[O:38])[C:16](=[C:29]2[NH:33][C:32]3[CH:34]=[CH:35][CH:36]=[CH:37][C:31]=3[NH:30]2)[C:17]([C:19]2[CH:20]=[C:21]([S:25](Cl)(=[O:27])=[O:26])[CH:22]=[CH:23][CH:24]=2)=[O:18])[CH:11]=[C:12]([F:14])[CH:13]=1.[Cl-].[NH4+]. (5) The reactants are: C(=O)([O-])[O-].[K+].[K+].[CH2:7]([O:14][C:15]1[CH:16]=[C:17]([OH:21])[CH:18]=[CH:19][CH:20]=1)[C:8]1[CH:13]=[CH:12][CH:11]=[CH:10][CH:9]=1.C1OCCOCCOCCOCCOCCOC1.[CH2:40]([O:42][C:43]([C:45]1[C:46]2[S:54][CH:53]=[C:52]([CH2:55]Br)[C:47]=2[C:48]([Cl:51])=[N:49][CH:50]=1)=[O:44])[CH3:41]. Given the product [CH2:40]([O:42][C:43]([C:45]1[C:46]2[S:54][CH:53]=[C:52]([CH2:55][O:21][C:17]3[CH:18]=[CH:19][CH:20]=[C:15]([O:14][CH2:7][C:8]4[CH:9]=[CH:10][CH:11]=[CH:12][CH:13]=4)[CH:16]=3)[C:47]=2[C:48]([Cl:51])=[N:49][CH:50]=1)=[O:44])[CH3:41], predict the reactants needed to synthesize it.